This data is from Catalyst prediction with 721,799 reactions and 888 catalyst types from USPTO. The task is: Predict which catalyst facilitates the given reaction. (1) Reactant: Cl.[CH3:2][CH:3]1[CH2:8][CH2:7][CH2:6][CH:5]([CH3:9])[N:4]1[CH2:10][C:11]([OH:13])=[O:12].O[N:15]1[C:19](=[O:20])[CH2:18][CH2:17][C:16]1=[O:21].C1(N=C=NC2CCCCC2)CCCCC1. Product: [O:21]=[C:16]1[CH2:17][CH2:18][C:19](=[O:20])[N:15]1[O:12][C:11](=[O:13])[CH2:10][N:4]1[CH:3]([CH3:2])[CH2:8][CH2:7][CH2:6][CH:5]1[CH3:9]. The catalyst class is: 3. (2) Product: [CH2:32]([O:34][C:35]1[CH:36]=[C:37]([CH:47]=[CH:48][CH:49]=1)[O:38][C:39]1[CH:40]=[C:41]([CH2:42][NH:43][C:4](=[O:6])[C:3]2[CH:7]=[CH:8][CH:9]=[N:10][C:2]=2[NH2:1])[CH:44]=[CH:45][CH:46]=1)[CH3:33]. The catalyst class is: 3. Reactant: [NH2:1][C:2]1[N:10]=[CH:9][CH:8]=[CH:7][C:3]=1[C:4]([OH:6])=O.ON1C2C=CC=CC=2N=N1.CCN=C=NCCCN(C)C.[CH2:32]([O:34][C:35]1[CH:36]=[C:37]([CH:47]=[CH:48][CH:49]=1)[O:38][C:39]1[CH:40]=[C:41]([CH:44]=[CH:45][CH:46]=1)[CH2:42][NH2:43])[CH3:33].C(=O)(O)[O-].[Na+].